This data is from Catalyst prediction with 721,799 reactions and 888 catalyst types from USPTO. The task is: Predict which catalyst facilitates the given reaction. Reactant: C[O:2][C:3]1[CH:4]=[C:5]2[C:10](=[CH:11][CH:12]=1)[CH2:9][CH:8]([C:13]1([CH3:19])[CH2:17][O:16][C:15](=[O:18])[NH:14]1)[CH2:7][CH2:6]2.B(Br)(Br)Br. Product: [OH:2][C:3]1[CH:4]=[C:5]2[C:10](=[CH:11][CH:12]=1)[CH2:9][CH:8]([C:13]1([CH3:19])[CH2:17][O:16][C:15](=[O:18])[NH:14]1)[CH2:7][CH2:6]2. The catalyst class is: 4.